Dataset: Peptide-MHC class I binding affinity with 185,985 pairs from IEDB/IMGT. Task: Regression. Given a peptide amino acid sequence and an MHC pseudo amino acid sequence, predict their binding affinity value. This is MHC class I binding data. (1) The peptide sequence is KILTAGLSV. The MHC is HLA-A03:01 with pseudo-sequence HLA-A03:01. The binding affinity (normalized) is 0.0295. (2) The peptide sequence is SPVMGVIGF. The MHC is HLA-A02:19 with pseudo-sequence HLA-A02:19. The binding affinity (normalized) is 0.0847.